Predict the reaction yield, written as a fraction of the theoretical maximum amount of product (1.0 means a 100% yield; for example, 0.34 means a 34% yield). From a dataset of Reaction yield outcomes from USPTO patents with 853,638 reactions. (1) The reactants are [NH:1]([C:8]([NH:10][C:11]1[CH:12]=[CH:13][C:14]([O:20][CH:21]([C:28]2[CH:33]=[CH:32][CH:31]=[CH:30][CH:29]=2)[C:22]2[CH:27]=[CH:26][CH:25]=[CH:24][CH:23]=2)=[C:15]([CH:19]=1)[C:16](O)=[O:17])=[O:9])[C:2]1[CH:7]=[CH:6][CH:5]=[CH:4][CH:3]=1.[C:34]([NH2:39])([CH2:37][CH3:38])([CH3:36])[CH3:35].ON1C2C=CC=CC=2N=N1.Cl.C(N=C=NCCCN(C)C)C. The catalyst is CN(C=O)C.O. The product is [NH:1]([C:8]([NH:10][C:11]1[CH:12]=[CH:13][C:14]([O:20][CH:21]([C:28]2[CH:33]=[CH:32][CH:31]=[CH:30][CH:29]=2)[C:22]2[CH:23]=[CH:24][CH:25]=[CH:26][CH:27]=2)=[C:15]([CH:19]=1)[C:16]([NH:39][C:34]([CH2:37][CH3:38])([CH3:36])[CH3:35])=[O:17])=[O:9])[C:2]1[CH:3]=[CH:4][CH:5]=[CH:6][CH:7]=1. The yield is 0.753. (2) The reactants are [CH2:1]([O:8][C:9]([NH:11][CH2:12][C:13]([NH:15][C:16]1[CH:24]=[CH:23][CH:22]=[CH:21][C:17]=1[C:18]([OH:20])=O)=O)=[O:10])[C:2]1[CH:7]=[CH:6][CH:5]=[CH:4][CH:3]=1.C(N1C=CN=C1)(N1C=CN=C1)=O.[F:37][C:38]1[CH:44]=[CH:43][C:41]([NH2:42])=[CH:40][CH:39]=1.C(OCC)(=O)C. The catalyst is O1CCCC1.CCCCCC. The product is [CH2:1]([O:8][C:9](=[O:10])[NH:11][CH2:12][C:13]1[N:42]([C:41]2[CH:43]=[CH:44][C:38]([F:37])=[CH:39][CH:40]=2)[C:18](=[O:20])[C:17]2[C:16](=[CH:24][CH:23]=[CH:22][CH:21]=2)[N:15]=1)[C:2]1[CH:3]=[CH:4][CH:5]=[CH:6][CH:7]=1. The yield is 0.500. (3) The yield is 0.730. The product is [OH:24][C:12]1[C:11]([CH2:10][CH:9]=[C:8]([CH3:25])[CH2:7][P:3](=[O:2])([OH:6])[OH:4])=[C:19]([O:20][CH3:21])[C:18]([CH3:22])=[C:17]2[C:13]=1[C:14](=[O:23])[O:15][CH2:16]2. The reactants are C[O:2][P:3]([CH2:7][C:8]([CH3:25])=[CH:9][CH2:10][C:11]1[C:12]([OH:24])=[C:13]2[C:17](=[C:18]([CH3:22])[C:19]=1[O:20][CH3:21])[CH2:16][O:15][C:14]2=[O:23])(=[O:6])[O:4]C.C[Si](Br)(C)C.N1C(C)=CC=CC=1C. The catalyst is C(#N)C.